Dataset: Reaction yield outcomes from USPTO patents with 853,638 reactions. Task: Predict the reaction yield, written as a fraction of the theoretical maximum amount of product (1.0 means a 100% yield; for example, 0.34 means a 34% yield). The reactants are C(Cl)C[Cl:3].[NH2:5][C:6]1[N:11]=[CH:10][C:9]([CH:12]=[CH:13][C:14]([OH:16])=O)=[CH:8][CH:7]=1.C1C=CC2N(O)N=NC=2C=1.[Cl:27][C:28]1[C:32]2[CH:33]=[CH:34][CH:35]=[CH:36][C:31]=2[O:30][C:29]=1[CH2:37][NH:38][CH3:39].C(N(C(C)C)C(C)C)C. The catalyst is CN(C=O)C.O. The product is [ClH:3].[NH2:5][C:6]1[N:11]=[CH:10][C:9](/[CH:12]=[CH:13]/[C:14]([N:38]([CH2:37][C:29]2[O:30][C:31]3[CH:36]=[CH:35][CH:34]=[CH:33][C:32]=3[C:28]=2[Cl:27])[CH3:39])=[O:16])=[CH:8][CH:7]=1. The yield is 0.890.